This data is from Merck oncology drug combination screen with 23,052 pairs across 39 cell lines. The task is: Regression. Given two drug SMILES strings and cell line genomic features, predict the synergy score measuring deviation from expected non-interaction effect. (1) Cell line: UWB1289BRCA1. Synergy scores: synergy=5.88. Drug 1: CN1C(=O)C=CC2(C)C3CCC4(C)C(NC(=O)OCC(F)(F)F)CCC4C3CCC12. Drug 2: O=C(CCCCCCC(=O)Nc1ccccc1)NO. (2) Synergy scores: synergy=-21.5. Drug 1: CC(C)CC(NC(=O)C(Cc1ccccc1)NC(=O)c1cnccn1)B(O)O. Drug 2: CCC1(O)C(=O)OCc2c1cc1n(c2=O)Cc2cc3c(CN(C)C)c(O)ccc3nc2-1. Cell line: ES2. (3) Drug 1: CCN(CC)CCNC(=O)c1c(C)[nH]c(C=C2C(=O)Nc3ccc(F)cc32)c1C. Drug 2: COC1=C2CC(C)CC(OC)C(O)C(C)C=C(C)C(OC(N)=O)C(OC)C=CC=C(C)C(=O)NC(=CC1=O)C2=O. Cell line: ES2. Synergy scores: synergy=5.62. (4) Drug 1: CC(=O)OC1C(=O)C2(C)C(O)CC3OCC3(OC(C)=O)C2C(OC(=O)c2ccccc2)C2(O)CC(OC(=O)C(O)C(NC(=O)c3ccccc3)c3ccccc3)C(C)=C1C2(C)C. Drug 2: NC1(c2ccc(-c3nc4ccn5c(=O)[nH]nc5c4cc3-c3ccccc3)cc2)CCC1. Cell line: CAOV3. Synergy scores: synergy=13.5. (5) Drug 1: CCC1(O)CC2CN(CCc3c([nH]c4ccccc34)C(C(=O)OC)(c3cc4c(cc3OC)N(C)C3C(O)(C(=O)OC)C(OC(C)=O)C5(CC)C=CCN6CCC43C65)C2)C1. Drug 2: O=C(CCCCCCC(=O)Nc1ccccc1)NO. Cell line: RPMI7951. Synergy scores: synergy=-11.5.